From a dataset of Forward reaction prediction with 1.9M reactions from USPTO patents (1976-2016). Predict the product of the given reaction. (1) Given the reactants [N:1]1([CH2:6][CH2:7][N:8]2[C:16]3[C:11](=[CH:12][CH:13]=[C:14]([NH2:17])[CH:15]=3)[CH:10]=[N:9]2)[CH2:5][CH2:4][CH2:3][CH2:2]1.C(N(CC)CC)C.Cl[C:26]([O:28][C:29]1[CH:34]=[CH:33][CH:32]=[CH:31][CH:30]=1)=[O:27], predict the reaction product. The product is: [N:1]1([CH2:6][CH2:7][N:8]2[C:16]3[C:11](=[CH:12][CH:13]=[C:14]([NH:17][C:26](=[O:27])[O:28][C:29]4[CH:34]=[CH:33][CH:32]=[CH:31][CH:30]=4)[CH:15]=3)[CH:10]=[N:9]2)[CH2:5][CH2:4][CH2:3][CH2:2]1. (2) Given the reactants [C:1]1([S:7]([NH:10][CH2:11][CH:12]([C:17]2[CH:22]=[CH:21][CH:20]=[C:19]([O:23][CH2:24][C:25]3[CH:30]=[CH:29][CH:28]=[C:27]([N+:31]([O-])=O)[CH:26]=3)[CH:18]=2)[C:13]([O:15][CH3:16])=[O:14])(=[O:9])=[O:8])[CH:6]=[CH:5][CH:4]=[CH:3][CH:2]=1.[Sn](Cl)Cl, predict the reaction product. The product is: [NH2:31][C:27]1[CH:26]=[C:25]([CH:30]=[CH:29][CH:28]=1)[CH2:24][O:23][C:19]1[CH:18]=[C:17]([CH:12]([CH2:11][NH:10][S:7]([C:1]2[CH:6]=[CH:5][CH:4]=[CH:3][CH:2]=2)(=[O:9])=[O:8])[C:13]([O:15][CH3:16])=[O:14])[CH:22]=[CH:21][CH:20]=1. (3) Given the reactants [Cl:1][C:2]1[N:3]=[CH:4][C:5]2[CH:10]=[C:9]([C:11]3[CH:16]=[CH:15][CH:14]=[CH:13][C:12]=3[Cl:17])[N:8]([CH2:18][C@H:19]3[CH2:24][CH2:23]C[N:21]([C:25]([O:27][C:28]([CH3:31])([CH3:30])[CH3:29])=[O:26])[CH2:20]3)[C:6]=2[N:7]=1.ClC1N=C(NC[C@H]2CCN(C(OC(C)(C)C)=O)C2)C(C#CC2C=CC=CC=2Cl)=CN=1, predict the reaction product. The product is: [Cl:1][C:2]1[N:3]=[CH:4][C:5]2[CH:10]=[C:9]([C:11]3[CH:16]=[CH:15][CH:14]=[CH:13][C:12]=3[Cl:17])[N:8]([CH2:18][C@H:19]3[CH2:24][CH2:23][N:21]([C:25]([O:27][C:28]([CH3:29])([CH3:30])[CH3:31])=[O:26])[CH2:20]3)[C:6]=2[N:7]=1. (4) Given the reactants ClC1C=C(I)C=CC=1N.[C:10]([O:14][C:15]([NH:17][C@H:18]([C:22]1[CH:27]=[CH:26][C:25]([O:28][CH2:29][CH:30]2CC2)=[CH:24][CH:23]=1)[C:19]([OH:21])=[O:20])=[O:16])([CH3:13])([CH3:12])[CH3:11].[C:33]([O:37]C(N[C@H](C1C=CC(OCCOC2CCCCO2)=CC=1)C(O)=O)=O)([CH3:36])([CH3:35])[CH3:34].C1(CBr)CC1, predict the reaction product. The product is: [C:10]([O:14][C:15]([NH:17][C@H:18]([C:22]1[CH:27]=[CH:26][C:25]([O:28][CH2:29][CH2:30][O:37][C:33]([CH3:36])([CH3:35])[CH3:34])=[CH:24][CH:23]=1)[C:19]([OH:21])=[O:20])=[O:16])([CH3:12])([CH3:11])[CH3:13]. (5) Given the reactants [Cl:1][C:2]1[CH:7]=[CH:6][C:5]([N:8]2[C:12]([CH3:13])=[C:11]([C:14]([NH:16][CH2:17][C:18]([CH:20]3[CH2:25][CH2:24][CH2:23][CH2:22][CH2:21]3)=O)=[O:15])[N:10]=[C:9]2[C:26]2[CH:31]=[CH:30][C:29]([Cl:32])=[CH:28][C:27]=2[Cl:33])=[CH:4][CH:3]=1.CC[N+](S(N=C(OC)[O-])(=O)=O)(CC)CC, predict the reaction product. The product is: [Cl:1][C:2]1[CH:3]=[CH:4][C:5]([N:8]2[C:12]([CH3:13])=[C:11]([C:14]3[O:15][C:18]([CH:20]4[CH2:21][CH2:22][CH2:23][CH2:24][CH2:25]4)=[CH:17][N:16]=3)[N:10]=[C:9]2[C:26]2[CH:31]=[CH:30][C:29]([Cl:32])=[CH:28][C:27]=2[Cl:33])=[CH:6][CH:7]=1. (6) Given the reactants [Cl:1][C:2]1[CH:3]=[N:4][C:5]2[N:6]([N:8]=[C:9]([C:11]([OH:13])=O)[CH:10]=2)[CH:7]=1.[CH3:14][O:15][C:16]1[CH:25]=[C:24]2[C:19]([CH2:20][CH2:21][NH:22][CH:23]2[CH3:26])=[CH:18][C:17]=1[OH:27], predict the reaction product. The product is: [Cl:1][C:2]1[CH:3]=[N:4][C:5]2[N:6]([N:8]=[C:9]([C:11]([N:22]3[CH2:21][CH2:20][C:19]4[C:24](=[CH:25][C:16]([O:15][CH3:14])=[C:17]([OH:27])[CH:18]=4)[CH:23]3[CH3:26])=[O:13])[CH:10]=2)[CH:7]=1. (7) Given the reactants [CH:1]([O:4][C:5]1[CH:10]=[CH:9][C:8]([N:11]2[C:16](=[O:17])[C:15]([CH2:18][C:19]3[CH:24]=[CH:23][C:22]([C:25]4[CH:30]=[CH:29][CH:28]=[CH:27][C:26]=4[C:31]4[NH:35][C:34](=[O:36])[O:33][N:32]=4)=[CH:21][CH:20]=3)=[C:14]([CH2:37][CH2:38][CH3:39])[N:13]=[C:12]2[CH3:40])=[CH:7][CH:6]=1)([CH3:3])[CH3:2].[BrH:41].C(O)C, predict the reaction product. The product is: [BrH:41].[CH:1]([O:4][C:5]1[CH:10]=[CH:9][C:8]([N:11]2[C:16](=[O:17])[C:15]([CH2:18][C:19]3[CH:24]=[CH:23][C:22]([C:25]4[CH:30]=[CH:29][CH:28]=[CH:27][C:26]=4[C:31]4[NH:35][C:34](=[O:36])[O:33][N:32]=4)=[CH:21][CH:20]=3)=[C:14]([CH2:37][CH2:38][CH3:39])[N:13]=[C:12]2[CH3:40])=[CH:7][CH:6]=1)([CH3:3])[CH3:2].